Dataset: Full USPTO retrosynthesis dataset with 1.9M reactions from patents (1976-2016). Task: Predict the reactants needed to synthesize the given product. (1) Given the product [N:14]1([C:17]([O:19][C:20]([CH3:22])([CH3:23])[CH3:21])=[O:18])[CH2:15][CH2:16][N:11]([C:9]([O:8][CH2:1][C:2]2[CH:3]=[CH:4][CH:5]=[CH:6][CH:7]=2)=[O:10])[CH2:12][CH:13]1[C:24]([O:26][CH:27]1[CH2:31][CH2:30][CH2:29][CH2:28]1)=[O:25], predict the reactants needed to synthesize it. The reactants are: [CH2:1]([O:8][C:9]([N:11]1[CH2:16][CH2:15][N:14]([C:17]([O:19][C:20]([CH3:23])([CH3:22])[CH3:21])=[O:18])[CH:13]([C:24]([OH:26])=[O:25])[CH2:12]1)=[O:10])[C:2]1[CH:7]=[CH:6][CH:5]=[CH:4][CH:3]=1.[CH:27]1(O)[CH2:31][CH2:30][CH2:29][CH2:28]1.C(Cl)CCl.O. (2) Given the product [NH2:1][C:2]1[C:11]2[C:6](=[CH:7][CH:8]=[CH:9][CH:10]=2)[C:5]([C:4]2[CH:5]=[CH:6][CH:11]=[C:2]([N:1]3[CH2:18][CH2:17][O:16][CH2:15][CH2:14]3)[CH:3]=2)=[CH:4][CH:3]=1, predict the reactants needed to synthesize it. The reactants are: [NH2:1][C:2]1[C:11]2[C:6](=[CH:7][CH:8]=[CH:9][CH:10]=2)[C:5](Br)=[CH:4][CH:3]=1.O1[CH2:18][CH2:17][O:16][CH2:15][CH2:14]1. (3) Given the product [C:1]([C:4]1[C:9]2[NH:10][C:11]3[C:16]([C:8]=2[C:7]([C:27]2[CH:32]=[CH:31][CH:30]=[C:29]([N:33]4[CH2:34][C:35]5[C:36](=[CH:40][C:41]([Cl:44])=[CH:42][CH:43]=5)[C:37]4=[O:39])[C:28]=2[CH3:45])=[CH:6][N:5]=1)=[CH:15][CH:14]=[C:13]([NH:17][C:18](=[O:19])[O:20][CH2:21][CH2:22][Si:23]([CH3:26])([CH3:25])[CH3:24])[CH:12]=3)(=[O:3])[NH2:2], predict the reactants needed to synthesize it. The reactants are: [C:1]([C:4]1[C:9]2[NH:10][C:11]3[C:16]([C:8]=2[C:7]([C:27]2[C:28]([CH3:45])=[C:29]([NH:33][CH2:34][C:35]4[CH:43]=[CH:42][C:41]([Cl:44])=[CH:40][C:36]=4[C:37]([OH:39])=O)[CH:30]=[CH:31][CH:32]=2)=[CH:6][N:5]=1)=[CH:15][CH:14]=[C:13]([NH:17][C:18]([O:20][CH2:21][CH2:22][Si:23]([CH3:26])([CH3:25])[CH3:24])=[O:19])[CH:12]=3)(=[O:3])[NH2:2].CCN(C(C)C)C(C)C.CN1CCOCC1.F[P-](F)(F)(F)(F)F.N1(O[P+](N(C)C)(N(C)C)N(C)C)C2C=CC=CC=2N=N1. (4) Given the product [CH3:3][O:4][CH2:5][O:6][C:7]1[CH:8]=[C:9]([C:13]2[N:14]=[C:15]([N:25]3[CH2:30][CH2:29][O:28][CH2:27][CH2:26]3)[C:16]3[N:22]=[CH:21][C:20]([CH2:23][OH:24])=[CH:19][C:17]=3[N:18]=2)[CH:10]=[CH:11][CH:12]=1, predict the reactants needed to synthesize it. The reactants are: [BH4-].[Na+].[CH3:3][O:4][CH2:5][O:6][C:7]1[CH:8]=[C:9]([C:13]2[N:14]=[C:15]([N:25]3[CH2:30][CH2:29][O:28][CH2:27][CH2:26]3)[C:16]3[N:22]=[CH:21][C:20]([CH:23]=[O:24])=[CH:19][C:17]=3[N:18]=2)[CH:10]=[CH:11][CH:12]=1.